Task: Predict the product of the given reaction.. Dataset: Forward reaction prediction with 1.9M reactions from USPTO patents (1976-2016) (1) Given the reactants [F:1][C:2]1[CH:7]=[C:6]([O:8][CH3:9])[CH:5]=[CH:4][C:3]=1[C:10](=O)[CH3:11].Cl.[H][H], predict the reaction product. The product is: [CH2:10]([C:3]1[CH:4]=[CH:5][C:6]([O:8][CH3:9])=[CH:7][C:2]=1[F:1])[CH3:11]. (2) Given the reactants [Li+].[BH4-].[F:3][C:4]([F:47])([F:46])[C:5]1[CH:6]=[C:7]([CH:15]([C:40]2[N:41]=[N:42][N:43]([CH3:45])[N:44]=2)[N:16]2[C:25]3[C:20](=[CH:21][CH:22]=[C:23]([C:26]([F:29])([F:28])[F:27])[CH:24]=3)[N:19]([CH2:30][CH2:31][CH2:32][CH2:33][C:34](OC)=[O:35])[CH:18]([CH2:38][CH3:39])[CH2:17]2)[CH:8]=[C:9]([C:11]([F:14])([F:13])[F:12])[CH:10]=1, predict the reaction product. The product is: [F:47][C:4]([F:3])([F:46])[C:5]1[CH:6]=[C:7]([CH:15]([C:40]2[N:41]=[N:42][N:43]([CH3:45])[N:44]=2)[N:16]2[C:25]3[C:20](=[CH:21][CH:22]=[C:23]([C:26]([F:27])([F:28])[F:29])[CH:24]=3)[N:19]([CH2:30][CH2:31][CH2:32][CH2:33][CH2:34][OH:35])[CH:18]([CH2:38][CH3:39])[CH2:17]2)[CH:8]=[C:9]([C:11]([F:14])([F:13])[F:12])[CH:10]=1. (3) Given the reactants [C:1]([NH:4][CH2:5][CH2:6][C:7]1[CH:12]=[CH:11][CH:10]=[CH:9][C:8]=1[C:13]1[CH:18]=[CH:17][C:16]([C@@H:19]2[C@@:24]([OH:39])([C:25]3[CH:30]=[CH:29][C:28]([CH2:31][O:32][CH2:33][C@@H:34]([CH3:38])[CH2:35][O:36][CH3:37])=[CH:27][CH:26]=3)[CH2:23][CH2:22][N:21](C(OC(C)(C)C)=O)[CH2:20]2)=[C:15]([CH3:47])[CH:14]=1)(=[O:3])[NH2:2], predict the reaction product. The product is: [OH:39][C@:24]1([C:25]2[CH:26]=[CH:27][C:28]([CH2:31][O:32][CH2:33][C@@H:34]([CH3:38])[CH2:35][O:36][CH3:37])=[CH:29][CH:30]=2)[CH2:23][CH2:22][NH:21][CH2:20][C@@H:19]1[C:16]1[CH:17]=[CH:18][C:13]([C:8]2[CH:9]=[CH:10][CH:11]=[CH:12][C:7]=2[CH2:6][CH2:5][NH:4][C:1]([NH2:2])=[O:3])=[CH:14][C:15]=1[CH3:47].[NH3:2]. (4) The product is: [C:18]([O:1][C@H:2]1[CH2:7][CH2:6][C@H:5]([C:8]([OH:10])=[O:9])[CH2:4][CH2:3]1)(=[O:20])[CH3:19]. Given the reactants [OH:1][C@H:2]1[CH2:7][CH2:6][C@H:5]([C:8]([OH:10])=[O:9])[CH2:4][CH2:3]1.C(N(CC)CC)C.[C:18](Cl)(=[O:20])[CH3:19].Cl, predict the reaction product.